This data is from Full USPTO retrosynthesis dataset with 1.9M reactions from patents (1976-2016). The task is: Predict the reactants needed to synthesize the given product. (1) Given the product [CH2:35]([O:37][C:38]1[CH:39]=[C:40]([C:54]([NH:12][C:13]2[CH:14]=[CH:15][C:16]([NH:19][CH2:27][CH2:28][C:29]3[CH:34]=[CH:33][CH:32]=[CH:31][N:30]=3)=[CH:17][CH:18]=2)=[O:55])[C:41]([C:44]2[CH:49]=[CH:48][C:47]([C:50]([F:51])([F:52])[F:53])=[CH:46][CH:45]=2)=[CH:42][CH:43]=1)[CH3:36], predict the reactants needed to synthesize it. The reactants are: CN(C)CCCN=C=NCC.[NH2:12][C:13]1[CH:18]=[CH:17][C:16]([N:19]([CH2:27][CH2:28][C:29]2[CH:34]=[CH:33][CH:32]=[CH:31][N:30]=2)C(=O)OC(C)(C)C)=[CH:15][CH:14]=1.[CH2:35]([O:37][C:38]1[CH:39]=[C:40]([C:54](O)=[O:55])[C:41]([C:44]2[CH:49]=[CH:48][C:47]([C:50]([F:53])([F:52])[F:51])=[CH:46][CH:45]=2)=[CH:42][CH:43]=1)[CH3:36].O.ON1C2C=CC=CC=2N=N1.Cl.C(=O)([O-])[O-].[K+].[K+]. (2) Given the product [CH:21]1([CH2:20][N:19]2[C:7]3[N:8]=[C:9]([NH:12][C:13]4[CH:14]=[CH:15][CH:16]=[CH:17][CH:18]=4)[N:10]=[CH:11][C:6]=3[CH2:5][CH:4]([C:24]3[CH:25]=[CH:26][C:27]([O:30][CH3:31])=[CH:28][CH:29]=3)[C:3]2=[O:2])[CH2:23][CH2:22]1, predict the reactants needed to synthesize it. The reactants are: C[O:2][C:3](=O)[CH:4]([C:24]1[CH:29]=[CH:28][C:27]([O:30][CH3:31])=[CH:26][CH:25]=1)[CH2:5][C:6]1[C:7]([NH:19][CH2:20][CH:21]2[CH2:23][CH2:22]2)=[N:8][C:9]([NH:12][C:13]2[CH:18]=[CH:17][CH:16]=[CH:15][CH:14]=2)=[N:10][CH:11]=1.S(=O)(=O)(O)O. (3) Given the product [OH:49][CH2:48][CH2:47][O:46][CH2:45][CH2:44][N:38]1[CH2:43][CH2:42][N:41]([CH2:2][C:3]2[CH:8]=[CH:7][C:6]([S:9]([CH3:37])(=[O:36])=[N:10][C:11](=[O:35])[C:12]3[CH:17]=[C:16]([C:18]#[C:19][C:20]4[CH:25]=[CH:24][CH:23]=[C:22]([NH:26][C:27]([C:29]5[O:30][CH:31]=[CH:32][C:33]=5[CH3:34])=[O:28])[CH:21]=4)[CH:15]=[N:14][CH:13]=3)=[CH:5][CH:4]=2)[CH2:40][CH2:39]1, predict the reactants needed to synthesize it. The reactants are: Br[CH2:2][C:3]1[CH:8]=[CH:7][C:6]([S:9]([CH3:37])(=[O:36])=[N:10][C:11](=[O:35])[C:12]2[CH:17]=[C:16]([C:18]#[C:19][C:20]3[CH:25]=[CH:24][CH:23]=[C:22]([NH:26][C:27]([C:29]4[O:30][CH:31]=[CH:32][C:33]=4[CH3:34])=[O:28])[CH:21]=3)[CH:15]=[N:14][CH:13]=2)=[CH:5][CH:4]=1.[N:38]1([CH2:44][CH2:45][O:46][CH2:47][CH2:48][OH:49])[CH2:43][CH2:42][NH:41][CH2:40][CH2:39]1. (4) Given the product [Br:1][C:2]1[CH:3]=[C:4]2[C:26](=[CH:27][CH:28]=1)[C:8]1[NH:9][C:10]([C@@H:12]3[C@@H:17]4[CH2:18][C@@H:14]([CH2:15][CH2:16]4)[N:13]3[C:36](=[O:37])[C@@H:35]([NH:34][C:32](=[O:33])[O:31][CH3:30])[CH:39]([CH3:41])[CH3:40])=[N:11][C:7]=1[CH:6]=[CH:5]2, predict the reactants needed to synthesize it. The reactants are: [Br:1][C:2]1[CH:3]=[C:4]2[C:26](=[CH:27][CH:28]=1)[C:8]1[NH:9][C:10]([C@@H:12]3[C@@H:17]4[CH2:18][C@@H:14]([CH2:15][CH2:16]4)[N:13]3C(OC(C)(C)C)=O)=[N:11][C:7]=1[CH:6]=[CH:5]2.Cl.[CH3:30][O:31][C:32]([NH:34][C@@H:35]([CH:39]([CH3:41])[CH3:40])[C:36](O)=[O:37])=[O:33].CN(C(ON1N=NC2C=CC=NC1=2)=[N+](C)C)C.F[P-](F)(F)(F)(F)F.CCN(C(C)C)C(C)C.